Dataset: Experimentally validated miRNA-target interactions with 360,000+ pairs, plus equal number of negative samples. Task: Binary Classification. Given a miRNA mature sequence and a target amino acid sequence, predict their likelihood of interaction. (1) The miRNA is mmu-miR-1930-5p with sequence ACCUCCAUAGUACCUGCAGCGU. The protein sequence of the target gene is MDMNSFSPMMPTSPLSMINQIKFEDEPDLKDLFITVDEPESHVTTIETFITYRIITKTSRGEFDSSEFEVRRRYQDFLWLKGKLEEAHPTLIIPPLPEKFIVKGMVERFNDDFIETRRKALHKFLNRIADHPTLTFNEDFKIFLTAQAWELSSHKKQGPGLLSRMGQTVRAVASSMRGVKNRPEEFMEMNNFIELFSQKINLIDKISQRIYKEEREYFDEMKEYGPIHILWSASEEDLVDTLKDVASCIDRCCKATEKRMSGLSEALLPVVHEYVLYSEMLMGVMKRRDQIQAELDSKVE.... Result: 0 (no interaction). (2) The miRNA is hsa-miR-4319 with sequence UCCCUGAGCAAAGCCAC. The protein sequence of the target gene is MKKFNFRKVLDGLTASSPGSGSSSGSNSGGAGSGSVHPGGTAGLPREEIQESLTSDYFQICKTVRHGFPYQPTALAFDPVQKILAIGTRTGAIRILGRPGVDCYCQHESGAAVLQLQFLINEGALVSASSDDTLHLWNLRQKRPAILHSLKFNRERITYCHLPFQSKWLYVGTERGNTHIVNIESFILSGYVIMWNKAIELSTKTHPGPVVHLSDSPRDEGKLLIGYENGTVVFWDLKSKRAELRVYYDEAIHSIDWHHEGKQFMCSHSDGSLTLWNLKSPSRPFQTTVPHGKSQREGRK.... Result: 0 (no interaction). (3) The miRNA is hsa-miR-5689 with sequence AGCAUACACCUGUAGUCCUAGA. The protein sequence of the target gene is MILSNTTAVTPFLTKLWQETVQQGGNMSGLARRSPRSSDGKLEALYVLMVLGFFGFFTLGIMLSYIRSKKLEHSNDPFNVYIESDAWQEKDKAYVQARVLESYRSCYVVENHLAIEQPNTHLPETKPSP. Result: 0 (no interaction).